Dataset: Reaction yield outcomes from USPTO patents with 853,638 reactions. Task: Predict the reaction yield, written as a fraction of the theoretical maximum amount of product (1.0 means a 100% yield; for example, 0.34 means a 34% yield). (1) The reactants are [C:1]([C:3]1[CH:11]=[CH:10][C:6]([C:7]([OH:9])=[O:8])=[CH:5][CH:4]=1)#[N:2].C(N(CC)CC)C.[SH2:19].O. The catalyst is N1C=CC=CC=1. The product is [C:1]([C:3]1[CH:11]=[CH:10][C:6]([C:7]([OH:9])=[O:8])=[CH:5][CH:4]=1)(=[S:19])[NH2:2]. The yield is 0.680. (2) The reactants are [CH3:1][C:2]1[C:8]([N+:9]([O-:11])=[O:10])=[CH:7][CH:6]=[CH:5][C:3]=1[NH2:4].[N:12]([O-])=O.[Na+]. The catalyst is C(O)(=O)C.O. The product is [N+:9]([C:8]1[CH:7]=[CH:6][CH:5]=[C:3]2[C:2]=1[CH:1]=[N:12][NH:4]2)([O-:11])=[O:10]. The yield is 0.810.